The task is: Predict the product of the given reaction.. This data is from Forward reaction prediction with 1.9M reactions from USPTO patents (1976-2016). (1) Given the reactants [CH2:1]([C:5]1[CH:10]=[CH:9][C:8]([C:11]#[C:12][C:13]2[CH:33]=[CH:32][C:16]([CH2:17][NH:18][C:19]3[CH:31]=[CH:30][C:22]4[O:23][C:24]([CH3:29])([CH3:28])[O:25][C:26](=[O:27])[C:21]=4[CH:20]=3)=[CH:15][CH:14]=2)=[CH:7][CH:6]=1)[CH2:2][CH2:3][CH3:4].[C:34]([C:38]1[CH:45]=[CH:44][C:41]([CH:42]=O)=[CH:40][CH:39]=1)([CH3:37])([CH3:36])[CH3:35].C(O[BH-](OC(=O)C)OC(=O)C)(=O)C.[Na+], predict the reaction product. The product is: [C:34]([C:38]1[CH:39]=[CH:40][C:41]([CH2:42][N:18]([CH2:17][C:16]2[CH:32]=[CH:33][C:13]([C:12]#[C:11][C:8]3[CH:7]=[CH:6][C:5]([CH2:1][CH2:2][CH2:3][CH3:4])=[CH:10][CH:9]=3)=[CH:14][CH:15]=2)[C:19]2[CH:31]=[CH:30][C:22]3[O:23][C:24]([CH3:29])([CH3:28])[O:25][C:26](=[O:27])[C:21]=3[CH:20]=2)=[CH:44][CH:45]=1)([CH3:37])([CH3:35])[CH3:36]. (2) Given the reactants [Cl:1][C:2]1[N:3]=[C:4]([N:9]2C(=O)C3C(=CC=CC=3)C2=O)[S:5][C:6]=1[O:7][CH3:8].NN.O, predict the reaction product. The product is: [Cl:1][C:2]1[N:3]=[C:4]([NH2:9])[S:5][C:6]=1[O:7][CH3:8]. (3) Given the reactants [Br:1][CH2:2][C:3]1[N:4]=[N:5][C:6]([Cl:9])=[CH:7][CH:8]=1.[NH3:10].CO, predict the reaction product. The product is: [BrH:1].[Cl:9][C:6]1[N:5]=[N:4][C:3]([CH2:2][NH2:10])=[CH:8][CH:7]=1. (4) Given the reactants C(OC([N:8]1[CH2:13][CH2:12][C:11]([CH3:17])([C:14]([OH:16])=[O:15])[CH2:10][CH2:9]1)=O)(C)(C)C.Cl, predict the reaction product. The product is: [CH3:17][C:11]1([C:14]([OH:16])=[O:15])[CH2:12][CH2:13][NH:8][CH2:9][CH2:10]1. (5) Given the reactants [NH2:1][C:2]1[N:6]([C:7]2[CH:8]=[C:9]([CH:15]=[CH:16][C:17]=2[CH3:18])[C:10]([NH:12]OC)=[O:11])N=C[C:3]=1[C:19](=[O:27])[C:20]1[CH:25]=[CH:24][CH:23]=[C:22](I)[CH:21]=1.CCN=C=N[CH2:33][CH2:34][CH2:35]N(C)C.O[N:40]1[C:44](=[O:45])C[CH2:42][C:41]1=O.C[CH:48]([NH2:50])C.[CH3:51]N(C=O)C, predict the reaction product. The product is: [NH2:1][C:2]1[N:6]([C:7]2[CH:8]=[C:9]([CH:15]=[CH:16][C:17]=2[CH3:18])[C:10]([NH:12][CH:33]2[CH2:34][CH2:35]2)=[O:11])[CH:48]=[N:50][C:3]=1[C:19](=[O:27])[C:20]1[CH:25]=[CH:24][CH:23]=[C:22]([C:44](=[O:45])[NH:40][CH:41]([CH3:42])[CH3:51])[CH:21]=1. (6) Given the reactants [F:1][C:2]([F:21])([F:20])[C:3]1[CH:8]=[CH:7][C:6]([C:9]2[CH:18]=[CH:17][CH:16]=[C:15]3[C:10]=2[CH:11]=[CH:12][C:13]([OH:19])=[CH:14]3)=[CH:5][CH:4]=1.C(N(CC)CC)C.[S:29](O[S:29]([C:32]([F:35])([F:34])[F:33])(=[O:31])=[O:30])([C:32]([F:35])([F:34])[F:33])(=[O:31])=[O:30], predict the reaction product. The product is: [F:33][C:32]([F:35])([F:34])[S:29]([O:19][C:13]1[CH:12]=[CH:11][C:10]2[C:15](=[CH:16][CH:17]=[CH:18][C:9]=2[C:6]2[CH:5]=[CH:4][C:3]([C:2]([F:20])([F:21])[F:1])=[CH:8][CH:7]=2)[CH:14]=1)(=[O:31])=[O:30].